Dataset: Reaction yield outcomes from USPTO patents with 853,638 reactions. Task: Predict the reaction yield, written as a fraction of the theoretical maximum amount of product (1.0 means a 100% yield; for example, 0.34 means a 34% yield). The reactants are C(NC(C)C)(C)C.[C:8]([O:12][C:13](=[O:15])[CH3:14])([CH3:11])([CH3:10])[CH3:9].[O:16]([C:23]1[CH:33]=[CH:32][C:26]([C:27](OCC)=[O:28])=[CH:25][CH:24]=1)[C:17]1[CH:22]=[CH:21][CH:20]=[CH:19][CH:18]=1.[NH4+].[Cl-]. The catalyst is O1CCCC1. The product is [O:28]=[C:27]([C:26]1[CH:32]=[CH:33][C:23]([O:16][C:17]2[CH:18]=[CH:19][CH:20]=[CH:21][CH:22]=2)=[CH:24][CH:25]=1)[CH2:14][C:13]([O:12][C:8]([CH3:11])([CH3:10])[CH3:9])=[O:15]. The yield is 0.550.